This data is from Forward reaction prediction with 1.9M reactions from USPTO patents (1976-2016). The task is: Predict the product of the given reaction. (1) Given the reactants [C:1]([NH:8][C@@H:9]([C:16]([OH:18])=O)[CH2:10][C:11]1[S:12][CH:13]=[CH:14][CH:15]=1)([O:3][C:4]([CH3:7])([CH3:6])[CH3:5])=[O:2].C1C=C2[N:25]=NN(O)C2=CC=1.O.C(Cl)CCl.[NH4+].[OH-], predict the reaction product. The product is: [NH2:25][C:16](=[O:18])[C@H:9]([NH:8][C:1](=[O:2])[O:3][C:4]([CH3:7])([CH3:6])[CH3:5])[CH2:10][C:11]1[S:12][CH:13]=[CH:14][CH:15]=1. (2) Given the reactants [Cl:1][C:2]1[C:3]2[C:7]([C:8]([CH3:11])=[CH:9][CH:10]=1)=[N:6][N:5]1[C:12]([CH:17]3[CH2:22][CH2:21][N:20](C(OC(C)(C)C)=O)[CH2:19][CH2:18]3)=[CH:13][C:14](=[O:16])[NH:15][C:4]=21.Cl, predict the reaction product. The product is: [ClH:1].[Cl:1][C:2]1[C:3]2[C:7]([C:8]([CH3:11])=[CH:9][CH:10]=1)=[N:6][N:5]1[C:12]([CH:17]3[CH2:18][CH2:19][NH:20][CH2:21][CH2:22]3)=[CH:13][C:14](=[O:16])[NH:15][C:4]=21.